The task is: Regression. Given a peptide amino acid sequence and an MHC pseudo amino acid sequence, predict their binding affinity value. This is MHC class I binding data.. This data is from Peptide-MHC class I binding affinity with 185,985 pairs from IEDB/IMGT. (1) The peptide sequence is DCKTILKAL. The MHC is HLA-B44:03 with pseudo-sequence HLA-B44:03. The binding affinity (normalized) is 0. (2) The peptide sequence is VTGCASLYV. The MHC is HLA-A29:02 with pseudo-sequence HLA-A29:02. The binding affinity (normalized) is 0.0847. (3) The peptide sequence is FNCGGEFFY. The MHC is HLA-A01:01 with pseudo-sequence HLA-A01:01. The binding affinity (normalized) is 0.626. (4) The peptide sequence is VSFIEFVGW. The MHC is HLA-A02:02 with pseudo-sequence HLA-A02:02. The binding affinity (normalized) is 0.0838. (5) The peptide sequence is RQNAAIEAL. The MHC is HLA-A02:12 with pseudo-sequence HLA-A02:12. The binding affinity (normalized) is 0.0847. (6) The MHC is HLA-A03:01 with pseudo-sequence HLA-A03:01. The binding affinity (normalized) is 0. The peptide sequence is DPNPQEVVL. (7) The binding affinity (normalized) is 0.393. The MHC is Mamu-B17 with pseudo-sequence Mamu-B17. The peptide sequence is HMHKLVEVPF. (8) The peptide sequence is RLYPFGSYY. The MHC is HLA-A03:01 with pseudo-sequence HLA-A03:01. The binding affinity (normalized) is 1.00.